The task is: Binary classification across 12 toxicity assays.. This data is from Tox21: 12 toxicity assays (nuclear receptors and stress response pathways). (1) The molecule is CCCCCCCCCCOC(C)=O. It tested positive (active) for: NR-ER (Estrogen Receptor agonist activity). (2) The compound is c1ccc2cc(CC3=NCCN3)ccc2c1. It tested positive (active) for: NR-AhR (Aryl hydrocarbon Receptor agonist activity). (3) The molecule is O=c1cc(-c2ccccc2)oc2cc(O)cc(O)c12. It tested positive (active) for: NR-AhR (Aryl hydrocarbon Receptor agonist activity), NR-ER (Estrogen Receptor agonist activity), NR-ER-LBD (Estrogen Receptor Ligand Binding Domain agonist), NR-PPAR-gamma (PPAR-gamma nuclear receptor agonist), SR-ARE (Antioxidant Response Element (oxidative stress)), and SR-MMP (Mitochondrial Membrane Potential disruption). (4) The molecule is Oc1cccc2cccnc12. It tested positive (active) for: SR-ARE (Antioxidant Response Element (oxidative stress)), SR-HSE (Heat Shock Element response), and SR-p53 (p53 tumor suppressor activation). (5) It tested positive (active) for: NR-AhR (Aryl hydrocarbon Receptor agonist activity), and NR-ER (Estrogen Receptor agonist activity). The molecule is Cc1ccc(N(C)C)cc1.